Dataset: Forward reaction prediction with 1.9M reactions from USPTO patents (1976-2016). Task: Predict the product of the given reaction. (1) Given the reactants [Cl:1][C:2]1[C:3]([C:22]2[S:23][C:24]([C:27]3[N:28]=[C:29]4C([CH:35]=3)C=[C:32]([C:36]([F:39])([F:38])[F:37])[CH:31]=[C:30]4[Cl:40])=[N:25][N:26]=2)=[CH:4][C:5]([F:21])=[C:6]([CH:20]=1)[O:7][CH2:8][CH:9]([NH:12][C:13](=[O:19])[O:14][C:15]([CH3:18])([CH3:17])[CH3:16])[CH2:10][OH:11].C(N(CC)[P:44]([O:50][C:51]([CH3:54])([CH3:53])[CH3:52])[O:45][C:46]([CH3:49])([CH3:48])[CH3:47])C.[NH:57]1[CH:61]=NN=N1.OO.S([O-])([O-])(=[O:66])=S.[Na+].[Na+], predict the reaction product. The product is: [Cl:1][C:2]1[C:3]([C:22]2[S:23][C:24]([C:27]3[N:28]=[C:29]4[C:30]([Cl:40])=[CH:31][C:32]([C:36]([F:38])([F:39])[F:37])=[CH:61][N:57]4[CH:35]=3)=[N:25][N:26]=2)=[CH:4][C:5]([F:21])=[C:6]([CH:20]=1)[O:7][CH2:8][CH:9]([NH:12][C:13](=[O:19])[O:14][C:15]([CH3:18])([CH3:16])[CH3:17])[CH2:10][O:11][P:44]([O:45][C:46]([CH3:47])([CH3:48])[CH3:49])([O:50][C:51]([CH3:52])([CH3:53])[CH3:54])=[O:66]. (2) Given the reactants [C:1]([O:5][C:6](=[O:27])[N:7]([CH2:24]C=C)[CH2:8][C@@H:9]([N:21]=[N+:22]=[N-:23])[C@H:10]([O:13][CH2:14][C:15]1[CH:20]=[CH:19][CH:18]=[CH:17][CH:16]=1)[CH:11]=[CH2:12])([CH3:4])([CH3:3])[CH3:2], predict the reaction product. The product is: [C:1]([O:5][C:6]([N:7]1[CH2:24][CH:12]=[CH:11][C@@H:10]([O:13][CH2:14][C:15]2[CH:16]=[CH:17][CH:18]=[CH:19][CH:20]=2)[C@H:9]([N:21]=[N+:22]=[N-:23])[CH2:8]1)=[O:27])([CH3:4])([CH3:2])[CH3:3]. (3) The product is: [CH3:22][O:23][CH:8]1[O:7][C:6](=[O:15])[CH:5]=[C:4]1[CH:3]=[C:2]([CH3:1])[CH3:16]. Given the reactants [CH3:1][C:2]([CH3:16])=[CH:3][C:4]1[CH:8](N2CCOCC2)[O:7][C:6](=[O:15])[CH:5]=1.OS(O)(=O)=O.[CH3:22][OH:23], predict the reaction product. (4) Given the reactants [F:1][C:2]([F:35])([F:34])[C:3]1[CH:4]=[C:5]([C:13]2([C:30]([F:33])([F:32])[F:31])[CH2:17][CH2:16][N:15]([C:18]3[N:23]=[C:22]([C:24]([F:27])([F:26])[F:25])[C:21]([CH2:28][NH2:29])=[CH:20][CH:19]=3)[CH2:14]2)[CH:6]=[C:7]([C:9]([F:12])([F:11])[F:10])[CH:8]=1.C(N(CC)CC)C.[C:43](O[C:43](=[O:46])[CH2:44][CH3:45])(=[O:46])[CH2:44][CH3:45], predict the reaction product. The product is: [F:10][C:9]([F:12])([F:11])[C:7]1[CH:6]=[C:5]([C:13]2([C:30]([F:31])([F:32])[F:33])[CH2:17][CH2:16][N:15]([C:18]3[N:23]=[C:22]([C:24]([F:25])([F:26])[F:27])[C:21]([CH2:28][NH:29][C:43](=[O:46])[CH2:44][CH3:45])=[CH:20][CH:19]=3)[CH2:14]2)[CH:4]=[C:3]([C:2]([F:1])([F:34])[F:35])[CH:8]=1.